This data is from Reaction yield outcomes from USPTO patents with 853,638 reactions. The task is: Predict the reaction yield, written as a fraction of the theoretical maximum amount of product (1.0 means a 100% yield; for example, 0.34 means a 34% yield). (1) The reactants are Br[C:2]1[C:3]([CH3:8])=[N:4][CH:5]=[N:6][CH:7]=1.[C:9]([O:13][C:14](=[O:37])[NH:15][C:16]([C:18]1[S:19][C:20]([S:35][CH3:36])=[C:21]([S:23]([C:26]2[CH:31]=[CH:30][CH:29]=[C:28](B(O)O)[CH:27]=2)(=[O:25])=[O:24])[CH:22]=1)=[NH:17])([CH3:12])([CH3:11])[CH3:10].C([O-])([O-])=O.[Na+].[Na+].C(N(CC)CC)C.C([O-])(O)=O.[Na+]. The catalyst is C1C=CC([P]([Pd]([P](C2C=CC=CC=2)(C2C=CC=CC=2)C2C=CC=CC=2)([P](C2C=CC=CC=2)(C2C=CC=CC=2)C2C=CC=CC=2)[P](C2C=CC=CC=2)(C2C=CC=CC=2)C2C=CC=CC=2)(C2C=CC=CC=2)C2C=CC=CC=2)=CC=1.Cl[Pd](Cl)([P](C1C=CC=CC=1)(C1C=CC=CC=1)C1C=CC=CC=1)[P](C1C=CC=CC=1)(C1C=CC=CC=1)C1C=CC=CC=1.CCOC(C)=O.O1CCOCC1.C1(C)C=CC=CC=1.C(O)C. The product is [C:9]([O:13][C:14](=[O:37])[NH:15][C:16](=[NH:17])[C:18]1[S:19][C:20]([S:35][CH3:36])=[C:21]([S:23]([C:26]2[CH:27]=[CH:28][CH:29]=[C:30]([C:2]3[C:3]([CH3:8])=[N:4][CH:5]=[N:6][CH:7]=3)[CH:31]=2)(=[O:25])=[O:24])[CH:22]=1)([CH3:12])([CH3:10])[CH3:11]. The yield is 0.870. (2) The product is [CH3:1][N:2]([CH3:17])[CH2:3][CH2:4][N:5]1[C:13]2[C:8](=[CH:9][C:10]([NH2:14])=[CH:11][CH:12]=2)[CH:7]=[CH:6]1. The catalyst is CO.[Ni]. The yield is 0.550. The reactants are [CH3:1][N:2]([CH3:17])[CH2:3][CH2:4][N:5]1[C:13]2[C:8](=[CH:9][C:10]([N+:14]([O-])=O)=[CH:11][CH:12]=2)[CH:7]=[CH:6]1.O.NN. (3) The reactants are [NH2:1][C:2]1[CH:3]=[C:4]([C:9]([Br:12])=[CH:10][N:11]=1)[C:5]([O:7][CH3:8])=[O:6].[CH2:13]([N:15]=[C:16]=[O:17])[CH3:14]. The catalyst is C(Cl)(Cl)Cl. The product is [Br:12][C:9]1[C:4]([C:5]([O:7][CH3:8])=[O:6])=[CH:3][C:2]([NH:1][C:16]([NH:15][CH2:13][CH3:14])=[O:17])=[N:11][CH:10]=1. The yield is 0.960. (4) The reactants are [Cl:1][C:2]1[CH:3]=[C:4]2[C:8](=[CH:9][C:10]=1[Cl:11])[C:7](=[O:12])[O:6][CH2:5]2.[Br:13]N1C(=O)CCC1=O.C(OOC(=O)C1C=CC=CC=1)(=O)C1C=CC=CC=1. The catalyst is C(Cl)(Cl)Cl. The product is [Br:13][CH:5]1[C:4]2[C:8](=[CH:9][C:10]([Cl:11])=[C:2]([Cl:1])[CH:3]=2)[C:7](=[O:12])[O:6]1. The yield is 0.910. (5) The reactants are C([O:5][C:6]([N:8]1[CH2:13][CH2:12][CH:11]([C:14]2[C:23]3[C:18](=[CH:19][C:20]([O:24][CH2:25][CH2:26]O)=[CH:21][CH:22]=3)[N:17]=[CH:16][N:15]=2)[CH2:10][CH2:9]1)=O)(C)(C)C.CCN(CC)CC.CS(Cl)(=O)=O.[CH3:40][N:41]1[CH2:46][CH2:45][NH:44][CH2:43][C:42]1=[O:47].Cl.[N+](C1C=CC(OC(=O)[NH:60][C:61]2[CH:66]=[CH:65][C:64]([N:67]3[CH2:71][CH2:70][CH2:69][CH2:68]3)=[CH:63][CH:62]=2)=CC=1)([O-])=O. The catalyst is C(Cl)Cl.CS(C)=O.O. The product is [N:67]1([C:64]2[CH:65]=[CH:66][C:61]([NH:60][C:6]([N:8]3[CH2:13][CH2:12][CH:11]([C:14]4[C:23]5[C:18](=[CH:19][C:20]([O:24][CH2:25][CH2:26][N:44]6[CH2:45][CH2:46][N:41]([CH3:40])[C:42](=[O:47])[CH2:43]6)=[CH:21][CH:22]=5)[N:17]=[CH:16][N:15]=4)[CH2:10][CH2:9]3)=[O:5])=[CH:62][CH:63]=2)[CH2:68][CH2:69][CH2:70][CH2:71]1. The yield is 0.0600. (6) The reactants are [F:1][C:2]1[C:10]([O:11][C:12]2[C:21]3[C:16](=[CH:17][C:18]([O:24][CH2:25][C@@H:26]4[CH2:30][CH2:29][CH2:28][N:27]4C(OC(C)(C)C)=O)=[C:19]([O:22][CH3:23])[CH:20]=3)[N:15]=[CH:14][N:13]=2)=[CH:9][CH:8]=[C:7]2[C:3]=1[CH:4]=[C:5]([CH3:38])[NH:6]2.Cl. The catalyst is O1CCOCC1.CO. The product is [F:1][C:2]1[C:10]([O:11][C:12]2[C:21]3[C:16](=[CH:17][C:18]([O:24][CH2:25][C@@H:26]4[CH2:30][CH2:29][CH2:28][NH:27]4)=[C:19]([O:22][CH3:23])[CH:20]=3)[N:15]=[CH:14][N:13]=2)=[CH:9][CH:8]=[C:7]2[C:3]=1[CH:4]=[C:5]([CH3:38])[NH:6]2. The yield is 0.930.